This data is from Full USPTO retrosynthesis dataset with 1.9M reactions from patents (1976-2016). The task is: Predict the reactants needed to synthesize the given product. (1) Given the product [CH3:1][O:2][CH:3]([CH2:9][C:10]1[CH:15]=[CH:14][C:13]([O:16][CH3:17])=[C:12]([NH:18][C:19](=[O:31])[CH2:20][C:21]2[CH:22]=[CH:23][C:24]([C:27]([F:29])([F:30])[F:28])=[CH:25][CH:26]=2)[CH:11]=1)[C:4]([OH:6])=[O:5], predict the reactants needed to synthesize it. The reactants are: [CH3:1][O:2][CH:3]([CH2:9][C:10]1[CH:15]=[CH:14][C:13]([O:16][CH3:17])=[C:12]([NH:18][C:19](=[O:31])[CH2:20][C:21]2[CH:26]=[CH:25][C:24]([C:27]([F:30])([F:29])[F:28])=[CH:23][CH:22]=2)[CH:11]=1)[C:4]([O:6]CC)=[O:5].[OH-].[Na+]. (2) The reactants are: [CH2:1]([O:3][C:4]([C:6]1[C:7]([OH:28])=[C:8]2[C:20]([C:21]3[CH:26]=[CH:25][C:24]([Cl:27])=[CH:23][CH:22]=3)=[N:19][S:18][C:9]2=[C:10]([C:12]#[C:13][Si](C)(C)C)[N:11]=1)=[O:5])[CH3:2].C([O-])([O-])=O.[Cs+].[Cs+]. Given the product [CH2:1]([O:3][C:4]([C:6]1[C:7]([OH:28])=[C:8]2[C:20]([C:21]3[CH:22]=[CH:23][C:24]([Cl:27])=[CH:25][CH:26]=3)=[N:19][S:18][C:9]2=[C:10]([C:12]#[CH:13])[N:11]=1)=[O:5])[CH3:2], predict the reactants needed to synthesize it.